Dataset: Forward reaction prediction with 1.9M reactions from USPTO patents (1976-2016). Task: Predict the product of the given reaction. (1) Given the reactants [F:1][C:2]([F:12])([F:11])[O:3][C:4]1[CH:10]=[CH:9][C:7]([NH2:8])=[CH:6][CH:5]=1.[Na+].[N+]([C:17]1[CH:18]=C(S([O-])(=O)=O)C=C[CH:22]=1)([O-])=O.B(O)(O)O.S(=O)(=O)(O)O.[OH-].[Na+], predict the reaction product. The product is: [F:1][C:2]([F:11])([F:12])[O:3][C:4]1[CH:10]=[C:9]2[C:7](=[CH:6][CH:5]=1)[N:8]=[CH:18][CH:17]=[CH:22]2. (2) Given the reactants Cl[C:2]1[CH:7]=[C:6]([C:8]([F:11])([F:10])[F:9])[CH:5]=[C:4]([Cl:12])[N:3]=1.[CH2:13]([NH:15][CH2:16][CH3:17])[CH3:14].C(N(C(C)C)C(C)C)C.O, predict the reaction product. The product is: [Cl:12][C:4]1[N:3]=[C:2]([N:15]([CH2:16][CH3:17])[CH2:13][CH3:14])[CH:7]=[C:6]([C:8]([F:11])([F:10])[F:9])[CH:5]=1. (3) Given the reactants [Br:1][C:2]1[C:3](Cl)=[N:4][C:5]([Cl:8])=[N:6][CH:7]=1.[C:10]1([C@H:16]([NH2:18])[CH3:17])[CH:15]=[CH:14][CH:13]=[CH:12][CH:11]=1.C(N(CC)C(C)C)(C)C, predict the reaction product. The product is: [Br:1][C:2]1[C:3]([NH:18][C@@H:16]([C:10]2[CH:15]=[CH:14][CH:13]=[CH:12][CH:11]=2)[CH3:17])=[N:4][C:5]([Cl:8])=[N:6][CH:7]=1. (4) Given the reactants [CH2:1]([O:3][C:4](=[O:21])[C:5]1[CH:10]=[CH:9][C:8]([N:11]=[CH:12][C:13]2[CH:18]=[C:17]([F:19])[CH:16]=[CH:15][C:14]=2[CH3:20])=[CH:7][CH:6]=1)[CH3:2].O.[O-]S(C(F)(F)F)(=O)=O.[Yb+3].[O-]S(C(F)(F)F)(=O)=O.[O-]S(C(F)(F)F)(=O)=O.[CH:48](=[O:52])[CH:49]([CH3:51])[CH3:50].O, predict the reaction product. The product is: [CH2:1]([O:3][C:4]([C:5]1[CH:10]=[C:9]2[C:8](=[CH:7][CH:6]=1)[NH:11][CH:12]([C:13]1[CH:18]=[C:17]([F:19])[CH:16]=[CH:15][C:14]=1[CH3:20])[C:49]([CH3:51])([CH3:50])[CH:48]2[OH:52])=[O:21])[CH3:2]. (5) Given the reactants Br[C:2]1[CH:7]=[CH:6][C:5]([N:8]2[C:12]3[N:13]=[C:14]([NH:17][C@H:18]4[CH2:22][CH2:21][C@H:20]([OH:23])[CH2:19]4)[N:15]=[CH:16][C:11]=3[N:10]=[N:9]2)=[CH:4][CH:3]=1.[O:24]1[CH2:29][CH2:28][CH2:27][CH2:26][CH:25]1[O:30][CH2:31][CH2:32][N:33]1[CH:37]=[C:36](B2OC(C)(C)C(C)(C)O2)[CH:35]=[N:34]1.C(=O)([O-])[O-].[K+].[K+], predict the reaction product. The product is: [O:24]1[CH2:29][CH2:28][CH2:27][CH2:26][CH:25]1[O:30][CH2:31][CH2:32][N:33]1[CH:37]=[C:36]([C:2]2[CH:7]=[CH:6][C:5]([N:8]3[C:12]4[N:13]=[C:14]([NH:17][C@H:18]5[CH2:22][CH2:21][C@H:20]([OH:23])[CH2:19]5)[N:15]=[CH:16][C:11]=4[N:10]=[N:9]3)=[CH:4][CH:3]=2)[CH:35]=[N:34]1. (6) The product is: [C:1]([O:5][C:6]([N:8]1[CH2:17][CH2:16][C:15]2[C:10](=[CH:11][CH:12]=[C:13]([C:18](=[O:19])[NH:34][C:31]3[NH:30][C:29]4[CH:28]=[CH:27][CH:26]=[C:25]([C:23]([O:22][CH3:21])=[O:24])[C:33]=4[N:32]=3)[CH:14]=2)[CH2:9]1)=[O:7])([CH3:4])([CH3:2])[CH3:3]. Given the reactants [C:1]([O:5][C:6]([N:8]1[CH2:17][CH2:16][C:15]2[C:10](=[CH:11][CH:12]=[C:13]([C:18](O)=[O:19])[CH:14]=2)[CH2:9]1)=[O:7])([CH3:4])([CH3:3])[CH3:2].[CH3:21][O:22][C:23]([C:25]1[C:33]2[N:32]=[C:31]([NH2:34])[NH:30][C:29]=2[CH:28]=[CH:27][CH:26]=1)=[O:24].CN(C(ON1N=NC2C=CC=CC1=2)=[N+](C)C)C.F[P-](F)(F)(F)(F)F.CCN(C(C)C)C(C)C, predict the reaction product.